The task is: Binary Classification. Given a miRNA mature sequence and a target amino acid sequence, predict their likelihood of interaction.. This data is from Experimentally validated miRNA-target interactions with 360,000+ pairs, plus equal number of negative samples. (1) The miRNA is mmu-miR-6927-3p with sequence CCUGAGCUGGCUCCCCUGCAG. The protein sequence of the target gene is MAAEVLLSSLLGLLFLGLLLPARLTGGVGSLNLEELSEMRYGIQILPLPVMGGQSQASDVVVVSSKYKQRYECRLPAGAIHFQREREEETPAYQGPGIPELLSPMRDAPCLLKTKDWWTYEFCYGRHIQQYHMEDSEIKGDVLYLGHYQSSFNWDDETAKASKQHRLKRYHSQTYGNGSKCDLNGKPREAEVRFLCDEGAGISGDYIDRVDEPVSCSYVLTIRTSRLCPHPLLRPPASAAPQAILCHPALQPDEYMAYLQRQAESKQHEEKTTEEVQDTDRQVWSGSKAAGAPPKKEDVS.... Result: 0 (no interaction). (2) The miRNA is mmu-miR-337-3p with sequence UCAGCUCCUAUAUGAUGCCUUU. The protein sequence of the target gene is MDCEVNNGSSLRDECITNLLVFGFLQSCSDNSFRRELDALGHELPVLAPQWEGYDELQTDGNRSSHSRLGRIEADSESQEDIIRNIARHLAQVGDSMDRSIPPGLVNGLALQLRNTSRSEEDRNRDLATALEQLLQAYPRDMEKEKTMLVLALLLAKKVASHTPSLLRDVFHTTVNFINQNLRTYVRSLARNGMD. Result: 0 (no interaction). (3) The miRNA is hsa-miR-621 with sequence GGCUAGCAACAGCGCUUACCU. The protein sequence of the target gene is MAVRSLWAGRLRVQRLLAWSAAWESKGWPLPFSTATQRTAGEDCRSEDPPDELGPPLAERALRVKAVKLEKEVQDLTVRYQRAIADCENIRRRTQRCVEDAKIFGIQSFCKDLVEVADILEKTTECISEESEPEDQKLTLEKVFRGLLLLEAKLKSVFAKHGLEKLTPIGDKYDPHEHELICHVPAGVGVQPGTVALVRQDGYKLHGRTIRLARVEVAVESQRRL. Result: 1 (interaction). (4) The miRNA is mmu-miR-466l-5p with sequence UUGUGUGUACAUGUACAUGUAU. The protein sequence of the target gene is MAGKKVLIVYAHQEPKSFNGSLKKVAVEELSKQGCTVTVSDLYSMNFEPRATRNDITGAPSNPDVFSYGIETHEAYKKKALTSDIFEEQRKVQEADLVIFQFPLYWFSVPAILKGWMDRVLCRGFAFDIPGFYDSGFLKGKLALLSLTTGGTAEMYTKDGVSGDFRYFLWPLQHGTLHFCGFKVLAPQISFGLDVSSEEERKVMLASWAQRLKSIWKEEPIHCTPPWYFQE. Result: 1 (interaction). (5) The miRNA is gga-miR-221-3p with sequence AGCUACAUUGUCUGCUGGGUUUC. The protein sequence of the target gene is MSNPSAPPPYEDRNPLYPGPPPPGGYGQPSVLPGGYPAYPGYPQPGYGHPAGYPQPMPPTHPMPMNYGPGHGYDGEERAVSDSFGPGEWDDRKVRHTFIRKVYSIISVQLLITVAIIAIFTFVEPVSAFVRRNVAVYYVSYAVFVVTYLILACCQGPRRRFPWNIILLTLFTFAMGFMTGTISSMYQTKAVIIAMIITAVVSISVTIFCFQTKVDFTSCTGLFCVLGIVLLVTGIVTSIVLYFQYVYWLHMLYAALGAICFTLFLAYDTQLVLGNRKHTISPEDYITGALQIYTDIIYIF.... Result: 0 (no interaction). (6) The miRNA is hsa-miR-4314 with sequence CUCUGGGAAAUGGGACAG. The protein sequence of the target gene is MSQRVRRNGSPTPAGALAGGAVGPPGGPGSRLQPMRATVPFQLKQQQQHGSPTRGGGGGGNNGGNGGASGPSGGGGSGGPRTASRSTSPTRGGGGSAAARTSPTVATQTGASVTSTRGTSPTRGTAPGARSSPPRPQPPPPLLGTVSSPSSSPTHLWPSEVIAAPPSARVRHRRRSPEQGRPSAEKRSPSAPVCKAGDKTHPPSSSSSSIIRRTSSLDTLAAPYLAGHWPRDIRGQAAPCMRDKATQTESAWAEEYEKKKGSHKRSSSWGSTEQLKEIAKLRQQLQRSKHSSRHHRDKER.... Result: 0 (no interaction). (7) The miRNA is hsa-miR-4298 with sequence CUGGGACAGGAGGAGGAGGCAG. The protein sequence of the target gene is MEVKPPPGRPQPDSGRRRRRRGEEGHDPKEPEQLRKLFIGGLSFETTDDSLREHFEKWGTLTDCVVMRDPQTKRSRGFGFVTYSCVEEVDAAMCARPHKVDGRVVEPKRAVSREDSVKPGAHLTVKKIFVGGIKEDTEEYNLRDYFEKYGKIETIEVMEDRQSGKKRGFAFVTFDDHDTVDKIVVQKYHTINGHNCEVKKALSKQEMQSAGSQRGRGGGSGNFMGRGGNFGGGGGNFGRGGNFGGRGGYGGGGGGSRGSYGGGDGGYNGFGGDGGNYGGGPGYSSRGGYGGGGPGYGNQG.... Result: 0 (no interaction). (8) The miRNA is hsa-miR-6840-3p with sequence GCCCAGGACUUUGUGCGGGGUG. The protein sequence of the target gene is MVQRLTYRRRLSYNTASNKTRLSRTPGNRIVYLYTKKVGKAPKSACGVCPGRLRGVRAVRPKVLMRLSKTKKHVSRAYGGSMCAKCVRDRIKRAFLIEEQKIVVKVLKAQAQSQKAK. Result: 1 (interaction).